From a dataset of Reaction yield outcomes from USPTO patents with 853,638 reactions. Predict the reaction yield, written as a fraction of the theoretical maximum amount of product (1.0 means a 100% yield; for example, 0.34 means a 34% yield). (1) The reactants are [O:1]=[C:2]1[N:8]2[CH2:9][C@H:4]([C:5]3[CH:16]=[N:15][NH:14][C:6]=3[C@H:7]2[C:10]([O:12][CH3:13])=[O:11])[N:3]1[O:17][CH2:18][C:19]1[CH:24]=[CH:23][CH:22]=[CH:21][CH:20]=1.O=C(Cl)[O:27][C:28](Cl)(Cl)Cl.[NH3:33]. The catalyst is ClCCl. The product is [NH2:33][C:28]([N:15]1[CH:16]=[C:5]2[C:6]([C@@H:7]([C:10]([O:12][CH3:13])=[O:11])[N:8]3[CH2:9][C@H:4]2[N:3]([O:17][CH2:18][C:19]2[CH:24]=[CH:23][CH:22]=[CH:21][CH:20]=2)[C:2]3=[O:1])=[N:14]1)=[O:27]. The yield is 0.150. (2) The reactants are [Cl:1][C:2]1[C:3]([S:14][C:15]2[S:16][C:17]3[CH:23]=[CH:22][C:21]([C:24]([F:27])([F:26])[F:25])=[CH:20][C:18]=3[N:19]=2)=[C:4]([C:11](=[O:13])[CH3:12])[CH:5]=[C:6]([N+:8]([O-])=O)[CH:7]=1.O.O.[Sn](Cl)(Cl)(Cl)Cl. No catalyst specified. The product is [NH2:8][C:6]1[CH:7]=[C:2]([Cl:1])[C:3]([S:14][C:15]2[S:16][C:17]3[CH:23]=[CH:22][C:21]([C:24]([F:26])([F:25])[F:27])=[CH:20][C:18]=3[N:19]=2)=[C:4]([C:11](=[O:13])[CH3:12])[CH:5]=1. The yield is 1.00. (3) The reactants are CC(C)([O-])C.[K+].C1(C)C(S([CH2:16][N+:17]#[C-])(=O)=O)=CC=CC=1.[CH3:20][C:21]1[CH:28]=[CH:27][C:24]([CH:25]=O)=[C:23]([O:29][CH2:30][C:31]2[CH:36]=[CH:35][C:34]([O:37][CH2:38][C:39]3[N:40]=[C:41]([C:45]4[CH:50]=[CH:49][CH:48]=[CH:47][CH:46]=4)[O:42][C:43]=3[CH3:44])=[CH:33][CH:32]=2)[N:22]=1.CO. The catalyst is C(COC)OC.O. The product is [CH3:20][C:21]1[N:22]=[C:23]([O:29][CH2:30][C:31]2[CH:36]=[CH:35][C:34]([O:37][CH2:38][C:39]3[N:40]=[C:41]([C:45]4[CH:50]=[CH:49][CH:48]=[CH:47][CH:46]=4)[O:42][C:43]=3[CH3:44])=[CH:33][CH:32]=2)[C:24]([CH2:25][C:16]#[N:17])=[CH:27][CH:28]=1. The yield is 0.790. (4) The reactants are [CH:1]([NH:3][C:4]1[CH:9]=[CH:8][C:7]([CH2:10][C:11]([O:13][CH3:14])=[O:12])=[CH:6][CH:5]=1)=O.CSC.B.CO. The catalyst is C1COCC1. The product is [CH3:1][NH:3][C:4]1[CH:5]=[CH:6][C:7]([CH2:10][C:11]([O:13][CH3:14])=[O:12])=[CH:8][CH:9]=1. The yield is 0.730. (5) The reactants are [I:1][C:2]1[CH:7]=[CH:6][C:5]([OH:8])=[CH:4][CH:3]=1.O[CH:10]1[C:15](O)=[CH:14][CH:13]=[CH:12][O:11]1.C(=O)([O-])O.[Na+]. The catalyst is C1(C)C=CC=CC=1.C1(C)C=CC(S(O)(=O)=O)=CC=1.[NH+]1C=CC=CC=1. The product is [O:11]1[CH2:12][CH2:13][CH2:14][CH2:15][CH:10]1[O:8][C:5]1[CH:6]=[CH:7][C:2]([I:1])=[CH:3][CH:4]=1. The yield is 0.980. (6) The reactants are Cl.Cl.[F:3][C:4]1[CH:5]=[CH:6][C:7]2[N:11]=[C:10]([C@@H:12]([NH2:14])[CH3:13])[N:9]([C:15]3[CH:20]=[CH:19][CH:18]=[CH:17][CH:16]=3)[C:8]=2[CH:21]=1.[NH2:22][C:23]1[C:24]([Cl:32])=[C:25](Cl)[C:26](=[O:30])[N:27]([CH3:29])[N:28]=1.C(N(C(C)C)CC)(C)C. The catalyst is C(O)CCC.CCOC(C)=O. The product is [NH2:22][C:23]1[C:24]([Cl:32])=[C:25]([NH:14][C@H:12]([C:10]2[N:9]([C:15]3[CH:16]=[CH:17][CH:18]=[CH:19][CH:20]=3)[C:8]3[CH:21]=[C:4]([F:3])[CH:5]=[CH:6][C:7]=3[N:11]=2)[CH3:13])[C:26](=[O:30])[N:27]([CH3:29])[N:28]=1. The yield is 0.130. (7) The reactants are [C:1]([O:5][C:6]([NH:8][C@H:9]1[CH2:13][C@@H:12]([C:14]([OH:16])=[O:15])[CH:11]=[CH:10]1)=[O:7])([CH3:4])([CH3:3])[CH3:2].[C:17](=O)([O-])[O-].[K+].[K+].CI. The catalyst is CN(C=O)C.CCOC(C)=O. The product is [C:1]([O:5][C:6]([NH:8][C@H:9]1[CH2:13][C@@H:12]([C:14]([O:16][CH3:17])=[O:15])[CH:11]=[CH:10]1)=[O:7])([CH3:4])([CH3:2])[CH3:3]. The yield is 0.990. (8) The reactants are [F:1][C:2]([F:35])([F:34])[C:3]1[CH:4]=[C:5]([CH:27]=[C:28]([C:30]([F:33])([F:32])[F:31])[CH:29]=1)[CH2:6][N:7]([CH:11]1[CH2:17][CH2:16][CH2:15][NH:14][C:13]2[C:18](Br)=[CH:19][C:20]([C:22]([F:25])([F:24])[F:23])=[CH:21][C:12]1=2)[C:8](=[O:10])[CH3:9].[CH3:36]B(O)O.[F-].[Cs+]. The catalyst is O1CCOCC1. The product is [F:1][C:2]([F:35])([F:34])[C:3]1[CH:4]=[C:5]([CH:27]=[C:28]([C:30]([F:33])([F:32])[F:31])[CH:29]=1)[CH2:6][N:7]([CH:11]1[CH2:17][CH2:16][CH2:15][NH:14][C:13]2[C:18]([CH3:36])=[CH:19][C:20]([C:22]([F:25])([F:24])[F:23])=[CH:21][C:12]1=2)[C:8](=[O:10])[CH3:9]. The yield is 0.630. (9) The reactants are CCOC(/N=N/C(OCC)=O)=O.[OH:13][C:14]1[CH:21]=[CH:20][C:17]([CH:18]=[O:19])=[CH:16][CH:15]=1.[S:22]1[CH:26]=[CH:25][C:24]([CH2:27]O)=[CH:23]1.C1(P(C2C=CC=CC=2)C2C=CC=CC=2)C=CC=CC=1. The catalyst is O1CCCC1. The product is [S:22]1[CH:26]=[CH:25][C:24]([CH2:27][O:13][C:14]2[CH:21]=[CH:20][C:17]([CH:18]=[O:19])=[CH:16][CH:15]=2)=[CH:23]1. The yield is 0.400. (10) The reactants are [CH:1]1([S:4]([C:7]2[CH:12]=[CH:11][C:10]([CH:13]([CH2:17][C@H:18]3[CH2:22][CH2:21][C:20](=[O:23])[CH2:19]3)[C:14](O)=O)=[CH:9][CH:8]=2)(=[O:6])=[O:5])[CH2:3][CH2:2]1.C(N(CC)C(C)C)(C)C.F[P-](F)(F)(F)(F)F.CN(C(N(C)C)=[N+]1C2C(=NC=CC=2)[N+]([O-])=N1)C.Cl.[CH:58]1([C:62]2[O:66][N:65]=[CH:64][C:63]=2[NH2:67])[CH2:61][CH2:60][CH2:59]1. The catalyst is CN(C)C=O.C(O)C.[C].[Pd].O. The product is [CH:58]1([C:62]([C:63]2[NH:67][C:14]([CH:13]([C:10]3[CH:9]=[CH:8][C:7]([S:4]([CH:1]4[CH2:2][CH2:3]4)(=[O:6])=[O:5])=[CH:12][CH:11]=3)[CH2:17][C@H:18]3[CH2:22][CH2:21][C:20](=[O:23])[CH2:19]3)=[N:65][CH:64]=2)=[O:66])[CH2:61][CH2:60][CH2:59]1. The yield is 0.450.